The task is: Predict which catalyst facilitates the given reaction.. This data is from Catalyst prediction with 721,799 reactions and 888 catalyst types from USPTO. (1) Reactant: [CH3:1][C:2]1[C:6]([CH3:7])=[C:5]([N:8](COCC[Si](C)(C)C)[S:9]([C:12]2[S:13][C:14]([CH3:40])=[CH:15][C:16]=2[C:17]2[CH:22]=[CH:21][C:20]([CH2:23][N:24]3[C:33]4[C:28](=[C:29]([CH2:36][CH3:37])[N:30]=[C:31]([CH2:34][CH3:35])[CH:32]=4)[CH:27]=[CH:26][C:25]3=[O:38])=[CH:19][C:18]=2[CH3:39])(=[O:11])=[O:10])[O:4][N:3]=1.[F-].C([N+](CCCC)(CCCC)CCCC)CCC.Cl. Product: [CH3:1][C:2]1[C:6]([CH3:7])=[C:5]([NH:8][S:9]([C:12]2[S:13][C:14]([CH3:40])=[CH:15][C:16]=2[C:17]2[CH:22]=[CH:21][C:20]([CH2:23][N:24]3[C:33]4[C:28](=[C:29]([CH2:36][CH3:37])[N:30]=[C:31]([CH2:34][CH3:35])[CH:32]=4)[CH:27]=[CH:26][C:25]3=[O:38])=[CH:19][C:18]=2[CH3:39])(=[O:11])=[O:10])[O:4][N:3]=1. The catalyst class is: 7. (2) Reactant: [NH2:1][C:2]1[CH:3]=[N:4][CH:5]=[CH:6][C:7]=1[N:8]1[CH2:13][C@H:12]([CH3:14])[C@@H:11]([O:15][Si:16]([C:19]([CH3:22])([CH3:21])[CH3:20])([CH3:18])[CH3:17])[C@H:10]([NH:23][C:24](=[O:30])[O:25][C:26]([CH3:29])([CH3:28])[CH3:27])[CH2:9]1.[Br:31][C:32]1[N:37]=[C:36]([C:38](O)=[O:39])[CH:35]=[CH:34][C:33]=1[F:41]. Product: [Br:31][C:32]1[N:37]=[C:36]([C:38]([NH:1][C:2]2[CH:3]=[N:4][CH:5]=[CH:6][C:7]=2[N:8]2[CH2:13][C@H:12]([CH3:14])[C@@H:11]([O:15][Si:16]([C:19]([CH3:22])([CH3:21])[CH3:20])([CH3:18])[CH3:17])[C@H:10]([NH:23][C:24](=[O:30])[O:25][C:26]([CH3:29])([CH3:28])[CH3:27])[CH2:9]2)=[O:39])[CH:35]=[CH:34][C:33]=1[F:41]. The catalyst class is: 25. (3) Reactant: C([O:3][C:4]([C:6]1[C:10]([C:11]([F:14])([F:13])[F:12])=[CH:9][S:8][C:7]=1[NH2:15])=O)C.[CH:16]([NH2:18])=O. Product: [F:12][C:11]([F:14])([F:13])[C:10]1[C:6]2[C:4](=[O:3])[NH:18][CH:16]=[N:15][C:7]=2[S:8][CH:9]=1. The catalyst class is: 6. (4) Reactant: [CH2:1]([O:8][C:9](=[O:20])[CH2:10][C:11]1([CH2:17][CH2:18][OH:19])[CH2:16][CH2:15][CH2:14][CH2:13][CH2:12]1)[C:2]1[CH:7]=[CH:6][CH:5]=[CH:4][CH:3]=1.CS(C)=O.C(N(CC)C(C)C)(C)C. Product: [CH2:1]([O:8][C:9](=[O:20])[CH2:10][C:11]1([CH2:17][CH:18]=[O:19])[CH2:12][CH2:13][CH2:14][CH2:15][CH2:16]1)[C:2]1[CH:7]=[CH:6][CH:5]=[CH:4][CH:3]=1. The catalyst class is: 4. (5) Reactant: [Cl:1][C:2]1[CH:3]=[C:4]2[CH:10]=[C:9]([C:11]([OH:13])=O)[NH:8][C:5]2=[N:6][CH:7]=1.Cl.[NH2:15][C@@H:16]([CH2:26][C:27]1[CH:32]=[CH:31][C:30]([F:33])=[CH:29][CH:28]=1)[C:17]([N:19]1[CH2:24][CH2:23][CH:22]([OH:25])[CH2:21][CH2:20]1)=[O:18].C[N+]1(C2N=C(OC)N=C(OC)N=2)CCOCC1.[Cl-].CN1CCOCC1. Product: [F:33][C:30]1[CH:31]=[CH:32][C:27]([CH2:26][C@H:16]([NH:15][C:11]([C:9]2[NH:8][C:5]3=[N:6][CH:7]=[C:2]([Cl:1])[CH:3]=[C:4]3[CH:10]=2)=[O:13])[C:17]([N:19]2[CH2:20][CH2:21][CH:22]([OH:25])[CH2:23][CH2:24]2)=[O:18])=[CH:28][CH:29]=1. The catalyst class is: 8. (6) Reactant: [C:1]([C:3]1[CH:12]=[CH:11][C:6]([C:7]([O:9][CH3:10])=[O:8])=[CH:5][C:4]=1[F:13])#[N:2].[NH2:14][OH:15]. Product: [NH2:2][C:1](=[N:14][OH:15])[C:3]1[CH:12]=[CH:11][C:6]([C:7]([O:9][CH3:10])=[O:8])=[CH:5][C:4]=1[F:13]. The catalyst class is: 14. (7) Product: [C:1]([C:5]1[C:6]([OH:39])=[N:7][N:8]2[C:13]=1[CH:12]=[N:11][N:10]=[C:9]2[C:14]1[CH:18]=[C:17]([CH2:19][OH:20])[O:16][N:15]=1)([CH3:4])([CH3:3])[CH3:2]. The catalyst class is: 5. Reactant: [C:1]([C:5]1[C:6](C2C=C(C)C=CC=2S([O-])(=O)=O)=[N:7][N:8]2[C:13]=1[CH:12]=[N:11][N:10]=[C:9]2[C:14]1[CH:18]=[C:17]([CH2:19][O:20][Si](C(C)(C)C)(C)C)[O:16][N:15]=1)([CH3:4])([CH3:3])[CH3:2].[OH-:39].[Na+].Cl. (8) Reactant: [CH3:1][N:2]([CH3:8])[C@@H:3]1[CH2:7][CH2:6][NH:5][CH2:4]1.C(N(CC)C(C)C)(C)C.Cl[C:19]1[N:24]=[CH:23][N:22]=[C:21]2[N:25]([CH3:41])[N:26]=[C:27]([C:28]3[N:32]([C:33]4[CH:38]=[CH:37][C:36]([CH2:39][CH3:40])=[CH:35][CH:34]=4)[CH:31]=[N:30][CH:29]=3)[C:20]=12. Product: [CH2:39]([C:36]1[CH:37]=[CH:38][C:33]([N:32]2[C:28]([C:27]3[C:20]4[C:21](=[N:22][CH:23]=[N:24][C:19]=4[N:5]4[CH2:6][CH2:7][C@@H:3]([N:2]([CH3:8])[CH3:1])[CH2:4]4)[N:25]([CH3:41])[N:26]=3)=[CH:29][N:30]=[CH:31]2)=[CH:34][CH:35]=1)[CH3:40]. The catalyst class is: 10.